This data is from Peptide-MHC class II binding affinity with 134,281 pairs from IEDB. The task is: Regression. Given a peptide amino acid sequence and an MHC pseudo amino acid sequence, predict their binding affinity value. This is MHC class II binding data. (1) The peptide sequence is AMILDGDNLFPKV. The MHC is HLA-DQA10501-DQB10201 with pseudo-sequence HLA-DQA10501-DQB10201. The binding affinity (normalized) is 0.360. (2) The peptide sequence is LLPRVVGGKTVTNLISET. The MHC is DRB1_0101 with pseudo-sequence DRB1_0101. The binding affinity (normalized) is 0.